Dataset: Catalyst prediction with 721,799 reactions and 888 catalyst types from USPTO. Task: Predict which catalyst facilitates the given reaction. (1) Reactant: [F:1][C:2]([F:14])([F:13])[O:3][C:4]1[CH:12]=[CH:11][CH:10]=[CH:9][C:5]=1[C:6](O)=O.S(Cl)(Cl)=O.CN(C)[CH:21]=[O:22].[C:24]1([OH:30])[CH:29]=[CH:28][CH:27]=[CH:26][CH:25]=1. Product: [F:1][C:2]([F:14])([F:13])[O:3][C:4]1[CH:12]=[CH:11][CH:10]=[CH:9][C:5]=1[C:6]1[CH:25]=[CH:26][CH:27]=[CH:28][C:29]=1[C:24]([O:22][C:21]1[CH:11]=[CH:12][CH:4]=[CH:5][CH:6]=1)=[O:30]. The catalyst class is: 4. (2) Reactant: [O:1]1[CH2:6][CH2:5][CH2:4][CH2:3][CH:2]1[N:7]1[C:11]2[CH:12]=[CH:13][C:14]([C:16]([OH:18])=O)=[CH:15][C:10]=2[N:9]=[CH:8]1.Cl.C(N=C=NCCCN(C)C)C.C1C=CC2N(O)N=NC=2C=1.Cl.[CH3:42][O:43][NH:44][CH3:45]. Product: [CH3:42][O:43][N:44]([CH3:45])[C:16]([C:14]1[CH:13]=[CH:12][C:11]2[N:7]([CH:2]3[CH2:3][CH2:4][CH2:5][CH2:6][O:1]3)[CH:8]=[N:9][C:10]=2[CH:15]=1)=[O:18]. The catalyst class is: 34. (3) Reactant: FC(F)(F)C(O)=O.[CH2:8]([O:10][CH2:11][CH2:12][O:13][C:14]1[N:22]=[C:21]2[C:17]([N:18]=[C:19]([O:23][CH3:24])[NH:20]2)=[C:16]([NH2:25])[N:15]=1)[CH3:9].C(=O)([O-])[O-].[K+].[K+].CS(O[CH2:37][CH:38]1[CH2:43][CH2:42][CH2:41][O:40][CH2:39]1)(=O)=O. Product: [CH2:8]([O:10][CH2:11][CH2:12][O:13][C:14]1[N:22]=[C:21]2[C:17]([N:18]=[C:19]([O:23][CH3:24])[N:20]2[CH2:37][CH:38]2[CH2:43][CH2:42][CH2:41][O:40][CH2:39]2)=[C:16]([NH2:25])[N:15]=1)[CH3:9]. The catalyst class is: 42. (4) The catalyst class is: 17. Reactant: [CH3:1][O:2][C:3]1[CH:11]=[CH:10][CH:9]=[CH:8][C:4]=1[C:5](Cl)=[O:6].[OH:12][CH2:13][C:14]([C:16]1[CH:21]=[CH:20][CH:19]=[CH:18][CH:17]=1)=[O:15].Cl. Product: [CH3:1][O:2][C:3]1[CH:11]=[CH:10][CH:9]=[CH:8][C:4]=1[C:5]([O:12][CH2:13][C:14]([C:16]1[CH:21]=[CH:20][CH:19]=[CH:18][CH:17]=1)=[O:15])=[O:6]. (5) Reactant: Br[C:2]1[C:11]2[O:10][CH2:9][N:8]([C:12]([CH3:15])([CH3:14])[CH3:13])[CH2:7][C:6]=2[CH:5]=[CH:4][CH:3]=1.C(=O)([O-])[O-].[K+].[K+].[Cl:22][C:23]1[CH:24]=[C:25](B(O)O)[CH:26]=[CH:27][C:28]=1[Cl:29]. Product: [C:12]([N:8]1[CH2:7][C:6]2[CH:5]=[CH:4][CH:3]=[C:2]([C:26]3[CH:25]=[CH:24][C:23]([Cl:22])=[C:28]([Cl:29])[CH:27]=3)[C:11]=2[O:10][CH2:9]1)([CH3:15])([CH3:14])[CH3:13]. The catalyst class is: 73. (6) Reactant: [NH:1]([C:3]([C@@H:5]1[CH2:9][CH2:8][CH2:7][N:6]1[C:10]([O:12][C:13]([CH3:16])([CH3:15])[CH3:14])=[O:11])=[O:4])[NH2:2].[CH3:17][O:18][C:19]1[CH:20]=[C:21]([CH:27]=[CH:28][C:29]=1[O:30][CH3:31])[O:22][CH2:23][C:24](O)=[O:25].C1C=CC2N(O)N=NC=2C=1.CCN=C=NCCCN(C)C.Cl. Product: [CH3:17][O:18][C:19]1[CH:20]=[C:21]([CH:27]=[CH:28][C:29]=1[O:30][CH3:31])[O:22][CH2:23][C:24]([NH:2][NH:1][C:3]([C@@H:5]1[CH2:9][CH2:8][CH2:7][N:6]1[C:10]([O:12][C:13]([CH3:16])([CH3:15])[CH3:14])=[O:11])=[O:4])=[O:25]. The catalyst class is: 22. (7) Reactant: [F:1][C:2]1[N:7]=[C:6]([C:8]2[N:9]([CH2:13][C:14]3[N:19]=[N:18][C:17]([NH2:20])=[CH:16][C:15]=3[CH2:21][CH2:22][CH3:23])[CH:10]=[CH:11][N:12]=2)[CH:5]=[CH:4][CH:3]=1.Br[CH2:25][C:26](=O)[C:27]([O:29][CH2:30][CH3:31])=[O:28]. Product: [CH2:30]([O:29][C:27]([C:26]1[N:20]=[C:17]2[CH:16]=[C:15]([CH2:21][CH2:22][CH3:23])[C:14]([CH2:13][N:9]3[CH:10]=[CH:11][N:12]=[C:8]3[C:6]3[CH:5]=[CH:4][CH:3]=[C:2]([F:1])[N:7]=3)=[N:19][N:18]2[CH:25]=1)=[O:28])[CH3:31]. The catalyst class is: 3. (8) The catalyst class is: 1. Product: [Cl:24][CH2:23][CH2:22][CH2:21][CH:9]([C:4]1[CH:5]=[CH:6][CH:7]=[CH:8][C:3]=1[C:2]([F:12])([F:13])[F:1])[C:10]#[N:11]. Reactant: [F:1][C:2]([F:13])([F:12])[C:3]1[CH:8]=[CH:7][CH:6]=[CH:5][C:4]=1[CH2:9][C:10]#[N:11].CC(C)([O-])C.[K+].Br[CH2:21][CH2:22][CH2:23][Cl:24].